From a dataset of Experimentally validated miRNA-target interactions with 360,000+ pairs, plus equal number of negative samples. Binary Classification. Given a miRNA mature sequence and a target amino acid sequence, predict their likelihood of interaction. The miRNA is hsa-miR-3682-3p with sequence UGAUGAUACAGGUGGAGGUAG. Result: 0 (no interaction). The protein sequence of the target gene is MPSFLVPSLVSSPVLLKLLFSPGPKTIWSLWQQPMLFQEATAFENMTKDWNYLEGSQKDCYRDTMLDSYENTVPQGSFLQLSMMPQRAGNDPPGVSNASEMEMEISNMREKFLMSVTKLVESKSYNSKVFSKEKYFQTIKEVKEAKEKGKKSSRDYRRAAKYDVISVQGTEKLIEATHGERDRIRYYVHKEELFDILHDTHLSIGHGGRTRMLKELQGKYGNVTKEVIVLYLTLCKQCHQKNPVPKRGLAPKPMTFKDIDSTCQVEILDMQSSADGEFKFILYYQDHSTKFIILRPLRTK....